Dataset: Forward reaction prediction with 1.9M reactions from USPTO patents (1976-2016). Task: Predict the product of the given reaction. (1) Given the reactants [CH3:1][C:2]1[CH:3]=[C:4]([N:9]([CH2:20][CH2:21][C:22]2[CH:27]=[CH:26][C:25]([CH3:28])=[CH:24][CH:23]=2)[C:10](=[O:19])[C:11](=[O:18])[C:12]2[CH:17]=[CH:16][CH:15]=[CH:14][CH:13]=2)[CH:5]=[CH:6][C:7]=1[CH3:8].[BH4-].[Na+], predict the reaction product. The product is: [CH3:1][C:2]1[CH:3]=[C:4]([N:9]([CH2:20][CH2:21][C:22]2[CH:23]=[CH:24][C:25]([CH3:28])=[CH:26][CH:27]=2)[C:10](=[O:19])[CH:11]([OH:18])[C:12]2[CH:17]=[CH:16][CH:15]=[CH:14][CH:13]=2)[CH:5]=[CH:6][C:7]=1[CH3:8]. (2) Given the reactants C([O:5][CH2:6][CH:7]([CH2:12][CH3:13])[CH2:8][CH2:9][CH2:10][CH3:11])(=O)C=C.C(OC)(=[O:18])C(C)=C.C(O)(=O)C(C)=C.CCCCCCCCCCCCOC(CC(S([O-])(=O)=O)C(OCC=C)=O)=O.[Na+].N.S(OOS([O-])(=O)=O)([O-])(=O)=O.[NH4+].[NH4+].C(OO)(C)(C)C.S([O-])[O-].C=O.[Na+].[Na+], predict the reaction product. The product is: [CH3:11][CH2:10][CH2:9][CH2:8][CH:7]([C:6]([OH:5])=[O:18])[CH2:12][CH3:13]. (3) Given the reactants [NH:1]1[C:9]2[C:4](=[C:5]([C:10]3[CH:11]=[C:12]([NH2:20])[C:13]4[CH:14]=[N:15][N:16]([CH3:19])[C:17]=4[CH:18]=3)[CH:6]=[CH:7][CH:8]=2)[CH:3]=[CH:2]1.CCN(C(C)C)C(C)C.Cl.[N:31]1[CH:36]=[CH:35][CH:34]=[CH:33][C:32]=1[C:37](Cl)=[O:38].CO, predict the reaction product. The product is: [NH:1]1[C:9]2[C:4](=[C:5]([C:10]3[CH:18]=[C:17]4[C:13]([CH:14]=[N:15][N:16]4[CH3:19])=[C:12]([NH:20][C:37]([C:32]4[CH:33]=[CH:34][CH:35]=[CH:36][N:31]=4)=[O:38])[CH:11]=3)[CH:6]=[CH:7][CH:8]=2)[CH:3]=[CH:2]1. (4) Given the reactants Cl[C:2]1[N:7]=[CH:6][C:5]2[N:8]=[C:9]([C@H:17]([O:19][CH:20]3[CH2:25][CH2:24][CH2:23][CH2:22][O:21]3)[CH3:18])[N:10]([C@H:11]([CH3:16])[C:12]([F:15])([F:14])[F:13])[C:4]=2[CH:3]=1.[F:26][C@H:27]1[C@@H:32]([O:33][CH3:34])[CH2:31][CH2:30][N:29]([C:35]2[N:40]=[C:39]([NH2:41])[CH:38]=[CH:37][N:36]=2)[CH2:28]1.C1(P(C2CCCCC2)C2C=CC=CC=2C2C(C(C)C)=CC(C(C)C)=CC=2C(C)C)CCCCC1.C(=O)([O-])[O-].[Cs+].[Cs+], predict the reaction product. The product is: [F:26][C@H:27]1[C@@H:32]([O:33][CH3:34])[CH2:31][CH2:30][N:29]([C:35]2[N:40]=[C:39]([NH:41][C:2]3[N:7]=[CH:6][C:5]4[N:8]=[C:9]([C@H:17]([O:19][CH:20]5[CH2:25][CH2:24][CH2:23][CH2:22][O:21]5)[CH3:18])[N:10]([C@H:11]([CH3:16])[C:12]([F:15])([F:14])[F:13])[C:4]=4[CH:3]=3)[CH:38]=[CH:37][N:36]=2)[CH2:28]1.